Task: Predict which catalyst facilitates the given reaction.. Dataset: Catalyst prediction with 721,799 reactions and 888 catalyst types from USPTO (1) Reactant: [CH3:1][O:2][C:3](=[O:25])[CH:4]([N:13]1[C:17]([CH2:18][CH2:19]OS(C)(=O)=O)=[CH:16][N:15]=[CH:14]1)[C:5]1[CH:10]=[CH:9][CH:8]=[CH:7][C:6]=1[O:11][CH3:12].[F:26][C:27]1[CH:34]=[CH:33][C:30]([CH2:31][NH2:32])=[CH:29][CH:28]=1.[Na+].[I-]. Product: [CH3:1][O:2][C:3](=[O:25])[CH:4]([N:13]1[C:17]([CH2:18][CH2:19][NH:32][CH2:31][C:30]2[CH:33]=[CH:34][C:27]([F:26])=[CH:28][CH:29]=2)=[CH:16][N:15]=[CH:14]1)[C:5]1[CH:10]=[CH:9][CH:8]=[CH:7][C:6]=1[O:11][CH3:12]. The catalyst class is: 3. (2) Reactant: [N:1]([CH2:4][C@@H:5]([OH:8])[CH2:6][OH:7])=[N+:2]=[N-:3].N1C=CN=C1.[CH2:14]([Si:16](Cl)([CH2:19][CH3:20])[CH2:17][CH3:18])[CH3:15]. Product: [N:1]([CH2:4][C@@H:5]([OH:8])[CH2:6][O:7][Si:16]([CH2:19][CH3:20])([CH2:17][CH3:18])[CH2:14][CH3:15])=[N+:2]=[N-:3]. The catalyst class is: 163. (3) The catalyst class is: 261. Product: [F:27][C:19]([F:26])([C:20]1[CH:25]=[CH:24][CH:23]=[CH:22][CH:21]=1)[CH2:18][CH2:17][CH:14]1[CH2:13][CH2:12][NH:11][CH2:16][CH2:15]1. Reactant: C(OC([N:11]1[CH2:16][CH2:15][CH:14]([CH2:17][CH2:18][C:19]([F:27])([F:26])[C:20]2[CH:25]=[CH:24][CH:23]=[CH:22][CH:21]=2)[CH2:13][CH2:12]1)=O)C1C=CC=CC=1. (4) Reactant: [OH:1][C:2]1[C:10]([CH2:11][CH2:12][CH3:13])=[CH:9][C:5]2[O:6][CH2:7][O:8][C:4]=2[CH:3]=1.Br[CH2:15][C:16]#[C:17][CH3:18].C(=O)([O-])[O-].[K+].[K+]. Product: [CH2:15]([O:1][C:2]1[C:10]([CH2:11][CH2:12][CH3:13])=[CH:9][C:5]2[O:6][CH2:7][O:8][C:4]=2[CH:3]=1)[C:16]#[C:17][CH3:18]. The catalyst class is: 21. (5) Reactant: Cl.Cl[C:3]([O:5][CH:6]1[CH2:11][CH2:10][N:9]([CH3:12])[CH2:8][CH2:7]1)=[O:4].[C@H:13]1([NH:22][C:23]2[CH:32]=[CH:31][C:30]3[C:25](=[CH:26][CH:27]=[C:28]([NH2:33])[CH:29]=3)[N:24]=2)[C:21]2[C:16](=[CH:17][CH:18]=[CH:19][CH:20]=2)[CH2:15][CH2:14]1. Product: [CH3:12][N:9]1[CH2:10][CH2:11][CH:6]([O:5][C:3](=[O:4])[NH:33][C:28]2[CH:29]=[C:30]3[C:25](=[CH:26][CH:27]=2)[N:24]=[C:23]([NH:22][C@H:13]2[C:21]4[C:16](=[CH:17][CH:18]=[CH:19][CH:20]=4)[CH2:15][CH2:14]2)[CH:32]=[CH:31]3)[CH2:7][CH2:8]1. The catalyst class is: 66. (6) Reactant: [CH2:1]([N:8]1[CH2:12][C@@H:11]2[C@H:13](O)[CH2:14][CH2:15][C@@H:10]2[CH2:9]1)[C:2]1[CH:7]=[CH:6][CH:5]=[CH:4][CH:3]=1.C1(P(C2C=CC=CC=2)C2C=CC=CC=2)C=CC=CC=1.N(C(OC(C)C)=O)=NC(OC(C)C)=O.C1(P([N:64]=[N+:65]=[N-:66])(C2C=CC=CC=2)=O)C=CC=CC=1. Product: [N:64]([C@@H:13]1[C@@H:11]2[C@@H:10]([CH2:9][N:8]([CH2:1][C:2]3[CH:7]=[CH:6][CH:5]=[CH:4][CH:3]=3)[CH2:12]2)[CH2:15][CH2:14]1)=[N+:65]=[N-:66]. The catalyst class is: 11. (7) Reactant: Br[C:2]1[N:6]2[C:7]3[C:12]([N:13]=[C:14]([CH3:15])[C:5]2=[C:4]([CH3:17])[N:3]=1)=[CH:11][CH:10]=[C:9]([F:16])[CH:8]=3.[CH3:18][C:19]1[CH:20]=[C:21](B(O)O)[CH:22]=[CH:23][CH:24]=1.C([O-])([O-])=O.[K+].[K+]. Product: [F:16][C:9]1[CH:8]=[C:7]2[C:12]([N:13]=[C:14]([CH3:15])[C:5]3[N:6]2[C:2]([C:23]2[CH:22]=[CH:21][CH:20]=[C:19]([CH3:18])[CH:24]=2)=[N:3][C:4]=3[CH3:17])=[CH:11][CH:10]=1. The catalyst class is: 73. (8) Reactant: [F:1][C:2]1[CH:3]=[CH:4][C:5]([O:30][CH3:31])=[C:6]([C:8]([CH3:29])([CH3:28])[CH2:9][C:10]([OH:27])(C(F)(F)F)[CH2:11][N:12]2[C:21]3[C:16](=[CH:17][CH:18]=[CH:19][CH:20]=3)[C:15](=[O:22])[CH:14]=[CH:13]2)[CH:7]=1.C(=O)([O-])[O-].[K+].[K+]. Product: [F:1][C:2]1[CH:3]=[CH:4][C:5]([O:30][CH3:31])=[C:6]([C:8]([CH3:29])([CH3:28])[CH2:9][C:10](=[O:27])[CH2:11][N:12]2[C:21]3[C:16](=[CH:17][CH:18]=[CH:19][CH:20]=3)[C:15](=[O:22])[CH:14]=[CH:13]2)[CH:7]=1. The catalyst class is: 369. (9) Reactant: [NH2:1][N:2]1[C:6]([C:7]([OH:9])=O)=[CH:5][N:4]=[C:3]1[C:10]1[CH:15]=[CH:14][C:13]([F:16])=[CH:12][CH:11]=1.CN(C(ON1N=NC2C=CC=NC1=2)=[N+](C)C)C.F[P-](F)(F)(F)(F)F.CCN(C(C)C)C(C)C.[NH2:50][CH2:51][C:52]1([OH:67])[CH2:57][CH2:56][N:55]([C:58]([C:60]2[CH:65]=[CH:64][C:63]([F:66])=[CH:62][CH:61]=2)=[O:59])[CH2:54][CH2:53]1. Product: [NH2:1][N:2]1[C:6]([C:7]([NH:50][CH2:51][C:52]2([OH:67])[CH2:57][CH2:56][N:55]([C:58](=[O:59])[C:60]3[CH:65]=[CH:64][C:63]([F:66])=[CH:62][CH:61]=3)[CH2:54][CH2:53]2)=[O:9])=[CH:5][N:4]=[C:3]1[C:10]1[CH:15]=[CH:14][C:13]([F:16])=[CH:12][CH:11]=1. The catalyst class is: 136.